Task: Predict which catalyst facilitates the given reaction.. Dataset: Catalyst prediction with 721,799 reactions and 888 catalyst types from USPTO (1) Reactant: Cl[C:2]1[N:7]=[C:6]([C:8]2[N:9]([CH:14]([CH3:16])[CH3:15])[C:10]([CH3:13])=[N:11][CH:12]=2)[C:5]([F:17])=[CH:4][N:3]=1.CCN(C(C)C)C(C)C.[NH2:27][CH:28]1[CH2:33][CH2:32][N:31]([C:34]([O:36][CH2:37][C:38]2[CH:43]=[CH:42][CH:41]=[CH:40][CH:39]=2)=[O:35])[CH2:30][CH2:29]1.CC(N(C)C)=O. Product: [F:17][C:5]1[C:6]([C:8]2[N:9]([CH:14]([CH3:16])[CH3:15])[C:10]([CH3:13])=[N:11][CH:12]=2)=[N:7][C:2]([NH:27][CH:28]2[CH2:29][CH2:30][N:31]([C:34]([O:36][CH2:37][C:38]3[CH:43]=[CH:42][CH:41]=[CH:40][CH:39]=3)=[O:35])[CH2:32][CH2:33]2)=[N:3][CH:4]=1. The catalyst class is: 812. (2) Reactant: O=CC1C=CC(OC)=C(O)C=1.[Br:12][C:13]1[C:20]([OH:21])=[C:19]([O:22][CH3:23])[CH:18]=[CH:17][C:14]=1[CH:15]=[O:16].C([O-])(=O)C.[Na+].BrBr.S(=O)(O)[O-].[Na+]. Product: [Br:12][C:13]1[C:20]([OH:21])=[C:19]([O:22][CH3:23])[CH:18]=[CH:17][C:14]=1[CH:15]=[O:16]. The catalyst class is: 180. (3) Reactant: Cl[C:2]1[CH:7]=[C:6]([Cl:8])[N:5]=[C:4]([S:9][C:10]2[CH:15]=[CH:14][C:13]([NH:16][C:17](=[O:23])[CH2:18][C:19]([F:22])([F:21])[F:20])=[CH:12][CH:11]=2)[N:3]=1.[NH2:24][C:25]1[CH:29]=[C:28]([CH3:30])[NH:27][N:26]=1.[I-].[Na+].C(N(C(C)C)CC)(C)C. Product: [Cl:8][C:6]1[CH:7]=[C:2]([NH:24][C:25]2[NH:26][N:27]=[C:28]([CH3:30])[CH:29]=2)[N:3]=[C:4]([S:9][C:10]2[CH:15]=[CH:14][C:13]([NH:16][C:17](=[O:23])[CH2:18][C:19]([F:22])([F:21])[F:20])=[CH:12][CH:11]=2)[N:5]=1. The catalyst class is: 204. (4) Reactant: [C:1]([O:5][C:6]([NH:8][C@@H:9]([C:17]([OH:19])=O)[CH2:10][C:11]1[CH:16]=[CH:15][CH:14]=[CH:13][CH:12]=1)=[O:7])([CH3:4])([CH3:3])[CH3:2].CCN(C(C)C)C(C)C.CN(C(ON1N=NC2C=CC=CC1=2)=[N+](C)C)C.F[P-](F)(F)(F)(F)F.Cl.[CH3:54][O:55][C:56]1[CH:57]=[C:58]([C:64]2[CH2:65][C:66]([CH2:79][CH3:80])([CH2:77][CH3:78])[C:67](=[O:76])[N:68]([CH:70]3[CH2:75][CH2:74][NH:73][CH2:72][CH2:71]3)[N:69]=2)[CH:59]=[CH:60][C:61]=1[O:62][CH3:63]. Product: [CH3:54][O:55][C:56]1[CH:57]=[C:58]([C:64]2[CH2:65][C:66]([CH2:77][CH3:78])([CH2:79][CH3:80])[C:67](=[O:76])[N:68]([CH:70]3[CH2:75][CH2:74][N:73]([C:17](=[O:19])[C@H:9]([NH:8][C:6](=[O:7])[O:5][C:1]([CH3:2])([CH3:3])[CH3:4])[CH2:10][C:11]4[CH:12]=[CH:13][CH:14]=[CH:15][CH:16]=4)[CH2:72][CH2:71]3)[N:69]=2)[CH:59]=[CH:60][C:61]=1[O:62][CH3:63]. The catalyst class is: 2. (5) Reactant: [CH3:1][N:2]([CH3:24])[C:3]1[N:23]=[C:6]2[CH:7]=[C:8]([NH:11][C:12]([C:14]3[N:18]([CH3:19])[N:17]=[CH:16][C:15]=3[C:20](O)=[O:21])=[O:13])[CH:9]=[CH:10][N:5]2[N:4]=1.[NH:25]1[CH2:29][CH2:28][CH2:27][CH2:26]1.CCCP(=O)=O.C(N(C(C)C)CC)(C)C. Product: [CH3:1][N:2]([CH3:24])[C:3]1[N:23]=[C:6]2[CH:7]=[C:8]([NH:11][C:12]([C:14]3[N:18]([CH3:19])[N:17]=[CH:16][C:15]=3[C:20]([N:25]3[CH2:29][CH2:28][CH2:27][CH2:26]3)=[O:21])=[O:13])[CH:9]=[CH:10][N:5]2[N:4]=1. The catalyst class is: 7. (6) Product: [N:1]1([C:11]2[CH:12]=[CH:13][C:14]([CH2:17][NH:18][C:19]([C:21]3[CH:26]=[C:25]([NH:27][C:42]([C:37]4[C:36]([C:33]5[CH:34]=[CH:35][C:30]([C:29]([F:28])([F:45])[F:46])=[CH:31][CH:32]=5)=[CH:41][CH:40]=[CH:39][CH:38]=4)=[O:43])[N:24]=[CH:23][N:22]=3)=[O:20])=[CH:15][CH:16]=2)[C:10]2[C:5](=[CH:6][CH:7]=[CH:8][CH:9]=2)[CH2:4][CH2:3][CH2:2]1. Reactant: [N:1]1([C:11]2[CH:16]=[CH:15][C:14]([CH2:17][NH:18][C:19]([C:21]3[CH:26]=[C:25]([NH2:27])[N:24]=[CH:23][N:22]=3)=[O:20])=[CH:13][CH:12]=2)[C:10]2[C:5](=[CH:6][CH:7]=[CH:8][CH:9]=2)[CH2:4][CH2:3][CH2:2]1.[F:28][C:29]([F:46])([F:45])[C:30]1[CH:35]=[CH:34][C:33]([C:36]2[C:37]([C:42](Cl)=[O:43])=[CH:38][CH:39]=[CH:40][CH:41]=2)=[CH:32][CH:31]=1.C(N(CC)CC)C. The catalyst class is: 7. (7) Reactant: [S:1]1[CH2:5][CH:4]=[C:3]2[C:6]3[CH:10]=[CH:9][S:8][C:7]=3C=[C:2]12.[CH2:12]([Li])[CH2:13]CC.[CH2:17]([O:20][C:21]1[C:26]([C:27]([CH3:30])([CH3:29])[CH3:28])=[CH:25][C:24]([CH3:31])=[CH:23][C:22]=1[Si:32](Cl)([CH3:34])[CH3:33])[CH:18]=[CH2:19].O1CCC[CH2:37]1. Product: [CH2:17]([O:20][C:21]1[C:26]([C:27]([CH3:30])([CH3:29])[CH3:28])=[CH:25][C:24]([CH3:31])=[CH:23][C:22]=1[Si:32]([C:34]1[C:7]2[S:8][CH:9]=[CH:10][C:6]=2[C:3]2[C:2]=1[S:1][CH2:5][CH:4]=2)([CH2:12][CH3:13])[CH2:33][CH3:37])[CH:18]=[CH2:19]. The catalyst class is: 11. (8) Reactant: [NH:1]1[C:10]2[C:5](=[CH:6][CH:7]=[CH:8][CH:9]=2)[CH:4]=[CH:3][CH:2]1N.Cl.[NH:13]1[CH2:19][CH2:18][CH2:17][C:16](=O)[CH2:15][CH2:14]1.Cl. Product: [CH:8]1[C:9]2[C:17]3[CH2:18][CH2:19][NH:13][CH2:14][CH2:15][C:16]=3[N:1]3[C:10]=2[C:5]([CH2:4][CH2:3][CH2:2]3)=[CH:6][CH:7]=1. The catalyst class is: 14. (9) Reactant: [NH2:1][C:2]1[CH:10]=[CH:9][CH:8]=[C:7]2[C:3]=1[C:4](=[O:20])[N:5]([CH:12]1[CH2:17][CH2:16][C:15](=[O:18])[NH:14][C:13]1=[O:19])[C:6]2=[O:11].[C:21]([O:24][CH2:25][C:26](Cl)=[O:27])(=[O:23])[CH3:22]. Product: [C:21]([O:24][CH2:25][C:26](=[O:27])[NH:1][C:2]1[CH:10]=[CH:9][CH:8]=[C:7]2[C:3]=1[C:4](=[O:20])[N:5]([CH:12]1[CH2:17][CH2:16][C:15](=[O:18])[NH:14][C:13]1=[O:19])[C:6]2=[O:11])(=[O:23])[CH3:22]. The catalyst class is: 1.